From a dataset of Full USPTO retrosynthesis dataset with 1.9M reactions from patents (1976-2016). Predict the reactants needed to synthesize the given product. Given the product [I:1][C:2]1[C:6]([C:7]2[CH:12]=[CH:11][N:10]=[C:9]([NH:20][CH2:21][C@@H:22]([OH:24])[CH3:23])[N:8]=2)=[CH:5][N:4]([CH:17]([CH3:19])[CH3:18])[N:3]=1, predict the reactants needed to synthesize it. The reactants are: [I:1][C:2]1[C:6]([C:7]2[CH:12]=[CH:11][N:10]=[C:9](S(C)(=O)=O)[N:8]=2)=[CH:5][N:4]([CH:17]([CH3:19])[CH3:18])[N:3]=1.[NH2:20][CH2:21][C@@H:22]([OH:24])[CH3:23].CCCCCC.[Na+].[Cl-].